Predict which catalyst facilitates the given reaction. From a dataset of Catalyst prediction with 721,799 reactions and 888 catalyst types from USPTO. Reactant: C(OC([NH:8][CH2:9][C@H:10]([N:15]1[CH2:20][CH2:19][N:18]([S:21]([C:24]2[CH:29]=[CH:28][C:27]([CH3:30])=[CH:26][CH:25]=2)(=[O:23])=[O:22])[CH2:17][CH2:16]1)[C:11]([O:13][CH3:14])=[O:12])=O)(C)(C)C.FC(F)(F)C(O)=O.C(=O)([O-])O.[Na+]. Product: [NH2:8][CH2:9][C@H:10]([N:15]1[CH2:20][CH2:19][N:18]([S:21]([C:24]2[CH:25]=[CH:26][C:27]([CH3:30])=[CH:28][CH:29]=2)(=[O:23])=[O:22])[CH2:17][CH2:16]1)[C:11]([O:13][CH3:14])=[O:12]. The catalyst class is: 4.